Dataset: Experimentally validated miRNA-target interactions with 360,000+ pairs, plus equal number of negative samples. Task: Binary Classification. Given a miRNA mature sequence and a target amino acid sequence, predict their likelihood of interaction. (1) The miRNA is hsa-miR-1233-5p with sequence AGUGGGAGGCCAGGGCACGGCA. The protein sequence of the target gene is MVAPGSVGSRLGAVFPFLLVLVDLQYEGAECGVNADVEKHLELGKKLLAAGQLADALSQFHAAVDGDPDNYIAYYRRATVFLAMGKSKAALPDLTKVIALKMDFTAARLQRGHLLLKQGKLDEAEDDFKKVLKSNPSEQEEKEAESQLVKADEMQRLRSQALDAFDGADYTAAITFLDKILEVCVWDAELRELRAECFIKEGEPRKAISDLKAASKLKSDNTEAFYKISTLYYQLGDHELSLSEVRECLKLDQDHKRCFAHYKQVKKLNKLIESAEELIRDGRYTDATSKYESVMKTEPS.... Result: 0 (no interaction). (2) The miRNA is hsa-miR-1587 with sequence UUGGGCUGGGCUGGGUUGGG. The protein sequence of the target gene is MAAVAGSGAAAAPSSLLLVVGSEFGSPGLLTYVLEELERGIRSWDVDPGVCNLDEQLKVFVSRHSATFSSIVKGQRSLHHRGDNLETLVLLNPSDKSLYDELRNLLLDPASHKLLVLAGPCLEETGELLLQTGGFSPHHFLQVLKDREIRDILATTPPPVQPPILTITCPTFGDWAQLAPAVPGLQGALRLQLRLNPPAQLPNSEGLCEFLEYVAESLEPPSPFELLEPPTSGGFLRLGRPCCYIFPGGLGDAAFFAVNGFTVLVNGGSNPKSSFWKLVRHLDRVDAVLVTHPGADSLPG.... Result: 1 (interaction). (3) The miRNA is hsa-miR-4666b with sequence UUGCAUGUCAGAUUGUAAUUCCC. The protein sequence of the target gene is MGPVMPPSKKPESSGISVSSGLSQCYGGSGFSKALQEDDDLDFSLPDIRLEEGAMEDEELTNLNWLHESKNLLKSFGESVLRSVSPVQDLDDDTPPSPAHSDMPYDARQNPNCKPPYSFSCLIFMAIEDSPTKRLPVKDIYNWILEHFPYFANAPTGWKNSVRHNLSLNKCFKKVDKERSQSIGKGSLWCIDPEYRQNLIQALKKTPYHPHPHVFNTPPTCPQAYQSTSGPPIWPGSTFFKRNGALLQDPDIDAASAMMLLNTPPEIQAGFPPGVIQNGARVLSRGLFPGVRPLPITPIG.... Result: 1 (interaction). (4) Result: 0 (no interaction). The miRNA is hsa-miR-6893-5p with sequence CAGGCAGGUGUAGGGUGGAGC. The protein sequence of the target gene is MTTFKEAVTFKDVAVFFTEEELGLLDPAQRKLYQDVMLENFTNLLSVGHQPFHPFHFLREEKFWMMETATQREGNSGGKTIAEAGPHEDCPCQQIWEQTASDLTQSQDSIINNSHFFEQGDVPSQVEAGLSIIHTGQKPSQNGKCKQSFSDVAIFDPPQQFHSGEKSHTCNECGKSFCYISALRIHQRVHLREKLSKCDMRGKEFSQSSCLQTRERVHTGEKPFKCEQCGKGFRCRAILQVHCKLHTGEKPYICEKCGRAFIHDFQLQKHQIIHTGEKPFKCEICGKSFCLRSSLNRHCM.... (5) The miRNA is rno-let-7c-5p with sequence UGAGGUAGUAGGUUGUAUGGUU. The protein sequence of the target gene is MSDIRHSLLRRDALSAAKEVLYHLDIYFSSQLQSAPLPIVDKGPVELLEEFVFQVPKERSAQPKRLNSLQELQLLEIMCNYFQEQTKDSVRQIIFSSLFSPQGNKADDSRMSLLGKLVSMAVAVCRIPVLECAASWLQRTPVVYCVRLAKALVDDYCCLVPGSIQTLKQIFSASPRFCCQFITSVTALYDLSSDDLIPPMDLLEMIVTWIFEDPRLILITFLNTPIAANLPIGFLELTPLVGLIRWCVKAPLAYKRKKKPPLSNGHVSNKVTKDPGVGMDRDSHLLYSKLHLSVLQVLMT.... Result: 0 (no interaction). (6) The miRNA is mmu-miR-6393 with sequence CUGCCCACGAAGCACACUGAGU. The protein sequence of the target gene is MSSGAASGTGRGRPRGGGPGPRDPPPGETHKLVVVGGGGVGKSALTIQFIQSYFVSDYDPTIEDSYTKICTVDGIPARLDILDTAGQEEFGAMREQYMRAGNGFLLVFAINDRQSFNEVGKLFTQILRVKDRDDFPIVLVGNKADLENQRQVLRSEASSFSASHHMTYFEASAKLRLNVDEAFEQLVRAVRKYQEQELPPSPPSAPRKKDGGCPCVLL. Result: 0 (no interaction). (7) The miRNA is hsa-miR-5705 with sequence UGUUUCGGGGCUCAUGGCCUGUG. The protein sequence of the target gene is MVEMEQAEAQLSELDLLASMFPSENELIVNDQLALAELKDCIEKRTMEGRSSQVYFTINVSLDLSEAAVVTFSLSCILPFKYPTVLPEITVRSVSLSRSQQTQLNTDLIAYLQKNCLGDVCILNATEWVKEHAFDYVNIEALPSPARQSTAQPEDLAFTRLWIYSHHIYNKCKRRNILEWAKELSLTGFSMPGKPGVVCVEGPQSACEEFWSRLRKLNWKRILIRHREDIPLDGTAGGMEGQRKFPILEEKAFSVHGARGNHMDFGQLYQFLNARGCGDVFQMFFGVEGQ. Result: 0 (no interaction). (8) The miRNA is rno-miR-23b-3p with sequence AUCACAUUGCCAGGGAUUACC. The protein sequence of the target gene is MSYNCCSGNFSSRSCGDYLRYPASSRGFSYPSNLVYSTDLCSPSTCQLGSSLYRGCQEICWEPTSCQTSYVESSPCQTSCYRPRTSLLCSPCKTTYSGSLGFGSSSCRSLGYGSRSCYSVGCGSSGVRSLGYGSCGFPSLGYGSGFCRPTYLASRSCQSPCYRPAYGSTFCRSTC. Result: 0 (no interaction). (9) The miRNA is hsa-miR-4488 with sequence AGGGGGCGGGCUCCGGCG. The protein sequence of the target gene is MLPCLALLLLMELSVCTVAGDGGEEQTLSTEAETWVIVALEEGAGPSIQLQLQEVKTGKASQFFGLMGKRVGGRPLIQPRRKKAYQLEHTFQGLLGKRSLFTEGREDEAQGSE. Result: 0 (no interaction). (10) The miRNA is hsa-miR-646 with sequence AAGCAGCUGCCUCUGAGGC. Result: 1 (interaction). The protein sequence of the target gene is MSHGKGTDMLPEIAAAVGFLSSLLRTRGCVSEQRLKVFSGALQEALTEHYKHHWFPEKPSKGSGYRCIRINHKMDPIISRVASQIGLSQPQLHQLLPSELTLWVDPYEVSYRIGEDGSICVLYEEAPLAASCGLLTCKNQVLLGRSSPSKNYVMAVSS.